This data is from Reaction yield outcomes from USPTO patents with 853,638 reactions. The task is: Predict the reaction yield, written as a fraction of the theoretical maximum amount of product (1.0 means a 100% yield; for example, 0.34 means a 34% yield). (1) The reactants are [CH2:1]([C:3]1[C:11]2[C:6](=[CH:7][CH:8]=[CH:9][CH:10]=2)[NH:5][C:4]=1[C:12]([NH:14][CH3:15])=O)[CH3:2].[H-].[Al+3].[Li+].[H-].[H-].[H-]. The catalyst is O1CCOCC1. The product is [CH2:1]([C:3]1[C:11]2[C:6](=[CH:7][CH:8]=[CH:9][CH:10]=2)[NH:5][C:4]=1[CH2:12][NH:14][CH3:15])[CH3:2]. The yield is 0.610. (2) The reactants are [F:1][C:2]1[CH:7]=[CH:6][C:5]([N:8]([CH2:26][O:27][CH2:28][CH2:29][Si:30]([CH3:33])([CH3:32])[CH3:31])[C:9]([C:11]2[N:16]=[CH:15][C:14](B3OC(C)(C)C(C)(C)O3)=[CH:13][N:12]=2)=[O:10])=[CH:4][CH:3]=1.FC(F)(F)S(O[C:40](=[CH2:45])[C:41]([O:43][CH3:44])=[O:42])(=O)=O.C(=O)([O-])[O-].[Na+].[Na+]. The product is [F:1][C:2]1[CH:3]=[CH:4][C:5]([N:8]([CH2:26][O:27][CH2:28][CH2:29][Si:30]([CH3:32])([CH3:31])[CH3:33])[C:9]([C:11]2[N:12]=[CH:13][C:14]([C:40](=[CH2:45])[C:41]([O:43][CH3:44])=[O:42])=[CH:15][N:16]=2)=[O:10])=[CH:6][CH:7]=1. The yield is 0.670. The catalyst is C1(C)C=CC=CC=1.C1C=CC([P]([Pd]([P](C2C=CC=CC=2)(C2C=CC=CC=2)C2C=CC=CC=2)([P](C2C=CC=CC=2)(C2C=CC=CC=2)C2C=CC=CC=2)[P](C2C=CC=CC=2)(C2C=CC=CC=2)C2C=CC=CC=2)(C2C=CC=CC=2)C2C=CC=CC=2)=CC=1. (3) The reactants are [H-].[Al+3].[Li+].[H-].[H-].[H-].[I:7][C:8]1[CH:9]=[C:10]2[C:14](=[CH:15][CH:16]=1)[N:13]([CH:17]1[CH2:22][CH2:21][CH2:20][CH2:19][O:18]1)[N:12]=[C:11]2[C:23](N(OC)C)=[O:24]. The catalyst is C1COCC1. The product is [I:7][C:8]1[CH:9]=[C:10]2[C:14](=[CH:15][CH:16]=1)[N:13]([CH:17]1[CH2:22][CH2:21][CH2:20][CH2:19][O:18]1)[N:12]=[C:11]2[CH:23]=[O:24]. The yield is 0.720.